From a dataset of NCI-60 drug combinations with 297,098 pairs across 59 cell lines. Regression. Given two drug SMILES strings and cell line genomic features, predict the synergy score measuring deviation from expected non-interaction effect. (1) Drug 1: CC1=C(C(CCC1)(C)C)C=CC(=CC=CC(=CC(=O)O)C)C. Drug 2: B(C(CC(C)C)NC(=O)C(CC1=CC=CC=C1)NC(=O)C2=NC=CN=C2)(O)O. Cell line: SF-268. Synergy scores: CSS=35.8, Synergy_ZIP=-3.01, Synergy_Bliss=-2.00, Synergy_Loewe=-27.7, Synergy_HSA=-1.98. (2) Drug 1: CC1C(C(CC(O1)OC2CC(OC(C2O)C)OC3=CC4=CC5=C(C(=O)C(C(C5)C(C(=O)C(C(C)O)O)OC)OC6CC(C(C(O6)C)O)OC7CC(C(C(O7)C)O)OC8CC(C(C(O8)C)O)(C)O)C(=C4C(=C3C)O)O)O)O. Drug 2: CC1=C(N=C(N=C1N)C(CC(=O)N)NCC(C(=O)N)N)C(=O)NC(C(C2=CN=CN2)OC3C(C(C(C(O3)CO)O)O)OC4C(C(C(C(O4)CO)O)OC(=O)N)O)C(=O)NC(C)C(C(C)C(=O)NC(C(C)O)C(=O)NCCC5=NC(=CS5)C6=NC(=CS6)C(=O)NCCC[S+](C)C)O. Cell line: A549. Synergy scores: CSS=41.4, Synergy_ZIP=2.17, Synergy_Bliss=2.90, Synergy_Loewe=0.743, Synergy_HSA=4.05. (3) Drug 1: CC12CCC(CC1=CCC3C2CCC4(C3CC=C4C5=CN=CC=C5)C)O. Drug 2: C(=O)(N)NO. Cell line: PC-3. Synergy scores: CSS=5.04, Synergy_ZIP=-3.66, Synergy_Bliss=-2.44, Synergy_Loewe=-1.90, Synergy_HSA=-1.59. (4) Drug 1: CCCS(=O)(=O)NC1=C(C(=C(C=C1)F)C(=O)C2=CNC3=C2C=C(C=N3)C4=CC=C(C=C4)Cl)F. Drug 2: CCC(=C(C1=CC=CC=C1)C2=CC=C(C=C2)OCCN(C)C)C3=CC=CC=C3.C(C(=O)O)C(CC(=O)O)(C(=O)O)O. Cell line: SNB-75. Synergy scores: CSS=0.982, Synergy_ZIP=1.20, Synergy_Bliss=2.60, Synergy_Loewe=0.845, Synergy_HSA=0.966. (5) Drug 1: C1=CC(=CC=C1CC(C(=O)O)N)N(CCCl)CCCl.Cl. Drug 2: COC1=C2C(=CC3=C1OC=C3)C=CC(=O)O2. Cell line: OVCAR-8. Synergy scores: CSS=23.5, Synergy_ZIP=-3.46, Synergy_Bliss=0.393, Synergy_Loewe=-8.95, Synergy_HSA=-2.25. (6) Drug 1: CNC(=O)C1=CC=CC=C1SC2=CC3=C(C=C2)C(=NN3)C=CC4=CC=CC=N4. Drug 2: CC1=C2C(C(=O)C3(C(CC4C(C3C(C(C2(C)C)(CC1OC(=O)C(C(C5=CC=CC=C5)NC(=O)OC(C)(C)C)O)O)OC(=O)C6=CC=CC=C6)(CO4)OC(=O)C)O)C)O. Cell line: DU-145. Synergy scores: CSS=59.7, Synergy_ZIP=14.7, Synergy_Bliss=12.7, Synergy_Loewe=-26.2, Synergy_HSA=10.9. (7) Drug 1: CC12CCC3C(C1CCC2=O)CC(=C)C4=CC(=O)C=CC34C. Drug 2: C1=CN(C=N1)CC(O)(P(=O)(O)O)P(=O)(O)O. Cell line: NCI-H460. Synergy scores: CSS=14.0, Synergy_ZIP=-14.3, Synergy_Bliss=-31.1, Synergy_Loewe=-38.3, Synergy_HSA=-32.1. (8) Drug 1: CCC1(CC2CC(C3=C(CCN(C2)C1)C4=CC=CC=C4N3)(C5=C(C=C6C(=C5)C78CCN9C7C(C=CC9)(C(C(C8N6C=O)(C(=O)OC)O)OC(=O)C)CC)OC)C(=O)OC)O.OS(=O)(=O)O. Drug 2: C1=NC2=C(N=C(N=C2N1C3C(C(C(O3)CO)O)O)F)N. Cell line: MALME-3M. Synergy scores: CSS=39.1, Synergy_ZIP=-3.65, Synergy_Bliss=-1.75, Synergy_Loewe=-12.8, Synergy_HSA=0.588. (9) Drug 1: CC12CCC3C(C1CCC2O)C(CC4=C3C=CC(=C4)O)CCCCCCCCCS(=O)CCCC(C(F)(F)F)(F)F. Drug 2: CC(C)NC(=O)C1=CC=C(C=C1)CNNC.Cl. Synergy scores: CSS=-3.40, Synergy_ZIP=1.69, Synergy_Bliss=1.61, Synergy_Loewe=-5.57, Synergy_HSA=-5.70. Cell line: HL-60(TB).